This data is from Full USPTO retrosynthesis dataset with 1.9M reactions from patents (1976-2016). The task is: Predict the reactants needed to synthesize the given product. (1) Given the product [C:1]([O:5][C:6](=[O:23])[NH:7][CH:8]([C:15]1[CH:20]=[CH:19][C:18]([Cl:21])=[C:17]([Cl:22])[CH:16]=1)[C:9](=[O:14])[C:25]1[CH:30]=[CH:29][C:28]([Si:31]([CH3:34])([CH3:33])[CH3:32])=[CH:27][CH:26]=1)([CH3:2])([CH3:3])[CH3:4], predict the reactants needed to synthesize it. The reactants are: [C:1]([O:5][C:6](=[O:23])[NH:7][CH:8]([C:15]1[CH:20]=[CH:19][C:18]([Cl:21])=[C:17]([Cl:22])[CH:16]=1)[C:9](=[O:14])N(OC)C)([CH3:4])([CH3:3])[CH3:2].Br[C:25]1[CH:30]=[CH:29][C:28]([Si:31]([CH3:34])([CH3:33])[CH3:32])=[CH:27][CH:26]=1.C([Li])(C)(C)C. (2) Given the product [C:17]([C:21]1[CH:26]=[CH:25][C:24]([S:27]([NH:1][C:2]2[CH:10]=[C:9]([F:11])[CH:8]=[CH:7][C:3]=2[C:4]([OH:6])=[O:5])(=[O:29])=[O:28])=[CH:23][CH:22]=1)([CH3:20])([CH3:18])[CH3:19], predict the reactants needed to synthesize it. The reactants are: [NH2:1][C:2]1[CH:10]=[C:9]([F:11])[CH:8]=[CH:7][C:3]=1[C:4]([OH:6])=[O:5].C(=O)(O)[O-].[Na+].[C:17]([C:21]1[CH:26]=[CH:25][C:24]([S:27](Cl)(=[O:29])=[O:28])=[CH:23][CH:22]=1)([CH3:20])([CH3:19])[CH3:18].NC1C=CC=CC=1. (3) Given the product [F:1][C:2]1[CH:3]=[C:4]2[C:8](=[CH:9][CH:10]=1)[NH:7][CH:6]=[C:5]2[CH2:11][CH2:12][CH2:13][CH2:14][OH:15], predict the reactants needed to synthesize it. The reactants are: [F:1][C:2]1[CH:3]=[C:4]2[C:8](=[CH:9][CH:10]=1)[NH:7][CH:6]=[C:5]2[CH2:11][CH2:12][CH2:13][C:14](OCC)=[O:15].[H-].[Al+3].[Li+].[H-].[H-].[H-]. (4) Given the product [F:11][C:8]1[CH:7]=[CH:6][C:5]([CH:3]([OH:4])[CH:2]([NH:1][C:33]([C:23]2[C:32]3[C:27](=[CH:28][CH:29]=[CH:30][CH:31]=3)[CH:26]=[CH:25][CH:24]=2)=[O:34])[CH2:12][C:13]2[CH:18]=[CH:17][CH:16]=[C:15]([C:19]([F:22])([F:20])[F:21])[CH:14]=2)=[CH:10][CH:9]=1, predict the reactants needed to synthesize it. The reactants are: [NH2:1][CH:2]([CH2:12][C:13]1[CH:18]=[CH:17][CH:16]=[C:15]([C:19]([F:22])([F:21])[F:20])[CH:14]=1)[CH:3]([C:5]1[CH:10]=[CH:9][C:8]([F:11])=[CH:7][CH:6]=1)[OH:4].[C:23]1([C:33](Cl)=[O:34])[C:32]2[C:27](=[CH:28][CH:29]=[CH:30][CH:31]=2)[CH:26]=[CH:25][CH:24]=1.C(=O)([O-])O.[Na+]. (5) Given the product [F:30][C:2]([F:1])([F:29])[C:3]([C:6]1[CH:11]=[CH:10][C:9]([N:12]2[CH2:17][CH2:16][N:15]([S:18]([C:21]3[S:22][CH:23]=[CH:24][CH:25]=3)(=[O:19])=[O:20])[CH2:14][C@@H:13]2[CH2:26][N:27]([CH3:28])[CH2:37][C:35]2[N:34]=[CH:33][N:32]([CH3:31])[CH:36]=2)=[CH:8][CH:7]=1)([OH:5])[CH3:4], predict the reactants needed to synthesize it. The reactants are: [F:1][C:2]([F:30])([F:29])[C:3]([C:6]1[CH:11]=[CH:10][C:9]([N:12]2[CH2:17][CH2:16][N:15]([S:18]([C:21]3[S:22][CH:23]=[CH:24][CH:25]=3)(=[O:20])=[O:19])[CH2:14][C@@H:13]2[CH2:26][NH:27][CH3:28])=[CH:8][CH:7]=1)([OH:5])[CH3:4].[CH3:31][N:32]1[CH:36]=[C:35]([CH:37]=O)[N:34]=[CH:33]1.C(O[BH-](OC(=O)C)OC(=O)C)(=O)C.[Na+].CC(O)=O. (6) Given the product [Cl:25][C:26]1[CH:27]=[CH:28][C:29]2[N:30]([C:32]([CH:35]([C:38]3[C:39]([F:49])=[C:40]4[C:44](=[CH:45][C:46]=3[F:47])[N:43]([CH3:48])[N:42]=[CH:41]4)[OH:37])=[CH:33][N:34]=2)[N:31]=1, predict the reactants needed to synthesize it. The reactants are: FC1C=C(F)C=C2C=1C=NN2C.ClC1C=CC2N(C(C=O)=CN=2)N=1.[Cl:25][C:26]1[CH:27]=[CH:28][C:29]2[N:30]([C:32]([C:35]([C:38]3[C:39]([F:49])=[C:40]4[C:44](=[CH:45][C:46]=3[F:47])[N:43]([CH3:48])[N:42]=[CH:41]4)([OH:37])C)=[CH:33][N:34]=2)[N:31]=1. (7) Given the product [CH3:9][C:10]1([CH3:15])[CH2:11][O:12][C:3]2([CH2:4][CH2:5][CH2:6][C:1](=[O:8])[CH2:2]2)[O:7][CH2:13]1, predict the reactants needed to synthesize it. The reactants are: [C:1]1(=[O:8])[CH2:6][CH2:5][CH2:4][C:3](=[O:7])[CH2:2]1.[CH3:9][C:10]([CH3:15])([CH2:13]O)[CH2:11][OH:12].C(Cl)Cl.[OH-].[Na+]. (8) The reactants are: C([O:4][C:5](=[O:17])[C:6]1[CH:11]=[C:10]([CH3:12])[C:9]([NH:13][CH:14]([CH3:16])[CH3:15])=[N:8][CH:7]=1)(C)C. Given the product [CH:14]([NH:13][C:9]1[C:10]([CH3:12])=[CH:11][C:6]([C:5]([OH:17])=[O:4])=[CH:7][N:8]=1)([CH3:16])[CH3:15], predict the reactants needed to synthesize it. (9) Given the product [F:1][C:2]1[CH:3]=[C:4]([N:8]2[C:16]3[C:11](=[CH:12][CH:13]=[CH:14][CH:15]=3)[C:10]([CH3:17])=[C:9]2[C:18](=[O:19])[CH3:24])[CH:5]=[CH:6][CH:7]=1, predict the reactants needed to synthesize it. The reactants are: [F:1][C:2]1[CH:3]=[C:4]([N:8]2[C:16]3[C:11](=[CH:12][CH:13]=[CH:14][CH:15]=3)[C:10]([CH3:17])=[C:9]2[C:18](N(OC)C)=[O:19])[CH:5]=[CH:6][CH:7]=1.[CH3:24][Mg]Br.CCOCC.